This data is from Catalyst prediction with 721,799 reactions and 888 catalyst types from USPTO. The task is: Predict which catalyst facilitates the given reaction. (1) Reactant: COC1C=C(OC)C=CC=1C[N:6]([C:32]1[CH:37]=[CH:36][N:35]=[CH:34][N:33]=1)[S:7]([C:10]1[CH:15]=[C:14]([F:16])[C:13]([O:17][C@H:18]2[CH2:24][CH2:23][CH2:22][CH2:21][CH2:20][C@@H:19]2[C:25]2[N:29]([CH3:30])[N:28]=[CH:27][CH:26]=2)=[CH:12][C:11]=1[F:31])(=[O:9])=[O:8].C([SiH](CC)CC)C.FC(F)(F)C(O)=O. Product: [F:31][C:11]1[CH:12]=[C:13]([O:17][C@H:18]2[CH2:24][CH2:23][CH2:22][CH2:21][CH2:20][C@@H:19]2[C:25]2[N:29]([CH3:30])[N:28]=[CH:27][CH:26]=2)[C:14]([F:16])=[CH:15][C:10]=1[S:7]([NH:6][C:32]1[CH:37]=[CH:36][N:35]=[CH:34][N:33]=1)(=[O:8])=[O:9]. The catalyst class is: 4. (2) Reactant: [Si]([O:18][CH:19]1[CH2:22][N:21]([C:23]2[S:24][CH:25]=[C:26]([CH2:28][NH:29][C:30]([C:32]3[O:33][CH:34]=[CH:35][CH:36]=3)=[O:31])[N:27]=2)[CH2:20]1)(C(C)(C)C)(C1C=CC=CC=1)C1C=CC=CC=1.[F-].C([N+](CCCC)(CCCC)CCCC)CCC. Product: [O:33]1[CH:34]=[CH:35][CH:36]=[C:32]1[C:30]([NH:29][CH2:28][C:26]1[N:27]=[C:23]([N:21]2[CH2:20][CH:19]([OH:18])[CH2:22]2)[S:24][CH:25]=1)=[O:31]. The catalyst class is: 7. (3) Reactant: C(OC(=O)[NH:7][CH:8]([C:18]1[CH:23]=[CH:22][CH:21]=[C:20]([Cl:24])[CH:19]=1)[CH2:9][NH:10][C:11]([CH:13]1[CH2:17][O:16][CH2:15][CH2:14]1)=O)(C)(C)C.B.C1COCC1.CO. Product: [Cl:24][C:20]1[CH:19]=[C:18]([CH:8]([NH2:7])[CH2:9][NH:10][CH2:11][CH:13]2[CH2:17][O:16][CH2:15][CH2:14]2)[CH:23]=[CH:22][CH:21]=1. The catalyst class is: 1. (4) Reactant: [NH2:1][C:2]1[CH:10]=[C:9]([O:11][CH3:12])[CH:8]=[CH:7][C:3]=1[C:4]([OH:6])=[O:5].C(N(CC)CC)C.[C:20](Cl)(=[O:25])[C:21]([CH3:24])([CH3:23])[CH3:22].O. Product: [CH3:22][C:21]([CH3:24])([CH3:23])[C:20]([NH:1][C:2]1[CH:10]=[C:9]([O:11][CH3:12])[CH:8]=[CH:7][C:3]=1[C:4]([OH:6])=[O:5])=[O:25]. The catalyst class is: 2. (5) Product: [Cl:1][C:2]1[C:7]([CH3:8])=[C:6]([Cl:9])[N:5]=[CH:4][C:3]=1[CH2:10][N:11]([C:12]1[C:17]([F:18])=[C:16]([O:19][CH3:20])[CH:15]=[C:14]([O:21][CH3:22])[C:13]=1[F:23])[C:25]([Cl:24])=[O:27]. Reactant: [Cl:1][C:2]1[C:7]([CH3:8])=[C:6]([Cl:9])[N:5]=[CH:4][C:3]=1[CH2:10][NH:11][C:12]1[C:17]([F:18])=[C:16]([O:19][CH3:20])[CH:15]=[C:14]([O:21][CH3:22])[C:13]=1[F:23].[Cl:24][C:25](Cl)([O:27]C(=O)OC(Cl)(Cl)Cl)Cl.N1C=CC=CC=1. The catalyst class is: 2.